Dataset: Full USPTO retrosynthesis dataset with 1.9M reactions from patents (1976-2016). Task: Predict the reactants needed to synthesize the given product. Given the product [C:17]1([N:13]2[CH2:11][CH2:12][CH:7]([CH2:8][CH2:9][CH2:10][C:23]([NH:6][C:5]3[CH:7]=[CH:8][CH:9]=[CH:10][C:4]=3[C:1]([NH2:2])=[O:3])=[O:24])[CH2:16][CH2:14]2)[CH:18]=[CH:5][CH:4]=[CH:1][CH:19]=1, predict the reactants needed to synthesize it. The reactants are: [C:1]([C:4]1[CH:10]=[CH:9][CH:8]=[CH:7][C:5]=1[NH2:6])(=[O:3])[NH2:2].[CH2:11]([N:13]([CH:17]([CH3:19])[CH3:18])[CH:14]([CH3:16])C)[CH3:12].CN([CH:23]=[O:24])C.